This data is from Full USPTO retrosynthesis dataset with 1.9M reactions from patents (1976-2016). The task is: Predict the reactants needed to synthesize the given product. (1) Given the product [CH:8]([S:16]([O-:19])(=[O:17])=[O:18])=[CH:9][C:10]1[CH:15]=[CH:14][CH:13]=[CH:12][CH:11]=1.[NH+:2]1[CH:7]=[CH:6][CH:5]=[CH:4][CH:3]=1, predict the reactants needed to synthesize it. The reactants are: [Cl-].[NH+:2]1[CH:7]=[CH:6][CH:5]=[CH:4][CH:3]=1.[CH:8]([S:16]([O-:19])(=[O:18])=[O:17])=[CH:9][C:10]1[CH:15]=[CH:14][CH:13]=[CH:12][CH:11]=1. (2) Given the product [C:1]([O-:4])(=[O:3])[CH3:2].[C:5]([O-:8])(=[O:7])[CH3:6].[C:9]([O-:12])(=[O:11])[CH3:10].[Cl:18][C:19]1[CH:34]=[CH:33][C:22]([C:23]2[CH:24]=[CH:25][C:26]([CH3:32])=[C:27]([Pb+3:17])[CH:28]=2)=[CH:21][CH:20]=1, predict the reactants needed to synthesize it. The reactants are: [C:1]([O-:4])(=[O:3])[CH3:2].[C:5]([O-:8])(=[O:7])[CH3:6].[C:9]([O-:12])(=[O:11])[CH3:10].C([O-])(=O)C.[Pb+4:17].[Cl:18][C:19]1[CH:34]=[CH:33][C:22]([C:23]2[CH:24]=[CH:25][C:26]([CH3:32])=[C:27](B(O)O)[CH:28]=2)=[CH:21][CH:20]=1. (3) Given the product [C:26]([C:16]1[CH:15]=[C:14]([CH:19]=[C:18]([F:20])[C:17]=1[NH:21][S:22]([CH3:25])(=[O:24])=[O:23])[CH2:13][NH:12][C:10](=[O:11])[CH:9]=[CH:8][C:7]1[C:2]([N:36]2[CH2:37][CH2:38][N:33]([CH3:32])[CH2:34][CH2:35]2)=[N:3][C:4]([C:28]([F:31])([F:30])[F:29])=[CH:5][CH:6]=1)#[CH:27], predict the reactants needed to synthesize it. The reactants are: Cl[C:2]1[C:7]([CH:8]=[CH:9][C:10]([NH:12][CH2:13][C:14]2[CH:19]=[C:18]([F:20])[C:17]([NH:21][S:22]([CH3:25])(=[O:24])=[O:23])=[C:16]([C:26]#[CH:27])[CH:15]=2)=[O:11])=[CH:6][CH:5]=[C:4]([C:28]([F:31])([F:30])[F:29])[N:3]=1.[CH3:32][N:33]1[CH2:38][CH2:37][NH:36][CH2:35][CH2:34]1. (4) Given the product [F:1][C:2]1[C:3]([NH:12][C:13]2[CH:18]=[CH:17][C:16]([I:19])=[CH:15][C:14]=2[F:20])=[C:4]([CH:8]=[CH:9][C:10]=1[F:11])[C:5]([N:31]1[CH2:30][CH2:29][N:28]([C:21]([O:23][C:24]([CH3:27])([CH3:26])[CH3:25])=[O:22])[CH2:33][CH2:32]1)=[O:7], predict the reactants needed to synthesize it. The reactants are: [F:1][C:2]1[C:3]([NH:12][C:13]2[CH:18]=[CH:17][C:16]([I:19])=[CH:15][C:14]=2[F:20])=[C:4]([CH:8]=[CH:9][C:10]=1[F:11])[C:5]([OH:7])=O.[C:21]([N:28]1[CH2:33][CH2:32][NH:31][CH2:30][CH2:29]1)([O:23][C:24]([CH3:27])([CH3:26])[CH3:25])=[O:22].CCCCCC.CC(=O)OCC. (5) Given the product [C:37]([O:41][C:29](=[O:28])[NH:33][CH:18]1[CH2:19][C:20](=[O:21])[N:16]([C:13]2[CH:14]=[CH:15][C:10](/[CH:9]=[CH:8]/[C:4]3[CH:5]=[CH:6][CH:7]=[C:2]([F:1])[CH:3]=3)=[CH:11][CH:12]=2)[CH2:17]1)([CH3:40])([CH3:39])[CH3:38], predict the reactants needed to synthesize it. The reactants are: [F:1][C:2]1[CH:3]=[C:4](/[CH:8]=[CH:9]/[C:10]2[CH:15]=[CH:14][C:13]([N:16]3[C:20](=[O:21])[CH2:19][CH:18](C(O)=O)[CH2:17]3)=[CH:12][CH:11]=2)[CH:5]=[CH:6][CH:7]=1.ClC([O:28][CH2:29]C(C)C)=O.[N-:33]=[N+]=[N-].[Na+].[C:37]([OH:41])([CH3:40])([CH3:39])[CH3:38]. (6) Given the product [CH3:1][CH:2]1[N:7]([C:12]([O:14][C:15]([CH3:18])([CH3:17])[CH3:16])=[O:13])[CH2:6][CH:5]([C:8]([O:10][CH3:11])=[O:9])[CH2:4][CH2:3]1, predict the reactants needed to synthesize it. The reactants are: [CH3:1][CH:2]1[NH:7][CH2:6][CH:5]([C:8]([O:10][CH3:11])=[O:9])[CH2:4][CH2:3]1.[C:12](O[C:12]([O:14][C:15]([CH3:18])([CH3:17])[CH3:16])=[O:13])([O:14][C:15]([CH3:18])([CH3:17])[CH3:16])=[O:13].C(N(CC)CC)C. (7) Given the product [Cl:1][C:2]1[CH:7]=[CH:6][C:5]([S:8]([NH:11][C:15]2[C:16]([C:22](=[O:34])[C:23]3[CH:28]=[CH:27][CH:26]=[CH:25][C:24]=3[C:29]3[O:30][CH:31]=[CH:32][N:33]=3)=[N:17][CH:18]=[C:19]([Cl:21])[CH:20]=2)(=[O:9])=[O:10])=[CH:4][C:3]=1[C:35]([F:37])([F:38])[F:36], predict the reactants needed to synthesize it. The reactants are: [Cl:1][C:2]1[CH:7]=[CH:6][C:5]([S:8]([N:11]([C:15]2[C:16]([C:22](=[O:34])[C:23]3[CH:28]=[CH:27][CH:26]=[CH:25][C:24]=3[C:29]3[O:30][CH:31]=[CH:32][N:33]=3)=[N:17][CH:18]=[C:19]([Cl:21])[CH:20]=2)COC)(=[O:10])=[O:9])=[CH:4][C:3]=1[C:35]([F:38])([F:37])[F:36].O. (8) The reactants are: [ClH:1].C(OC([N:9]1[CH2:14][CH2:13][C:12](=[CH:15][C:16](=[O:27])[NH:17][CH2:18][C:19]2[CH:24]=[CH:23][C:22]([F:25])=[C:21]([F:26])[CH:20]=2)[CH2:11][CH2:10]1)=O)(C)(C)C. Given the product [ClH:1].[F:26][C:21]1[CH:20]=[C:19]([CH:24]=[CH:23][C:22]=1[F:25])[CH2:18][NH:17][C:16](=[O:27])[CH:15]=[C:12]1[CH2:13][CH2:14][NH:9][CH2:10][CH2:11]1, predict the reactants needed to synthesize it.